From a dataset of Forward reaction prediction with 1.9M reactions from USPTO patents (1976-2016). Predict the product of the given reaction. (1) Given the reactants FC(F)(F)C(O)=O.[CH2:8]([N:15]1[C@@H:20]2[C@H:21]([C:23]([OH:25])=O)[CH2:22][C@@:16]1([C:42]1[CH:47]=[CH:46][CH:45]=[CH:44][CH:43]=1)[C@H:17]([O:26][CH2:27][C:28]1[CH:33]=[C:32]([C:34]([F:37])([F:36])[F:35])[CH:31]=[C:30]([C:38]([F:41])([F:40])[F:39])[CH:29]=1)[CH2:18][CH2:19]2)[C:9]1[CH:14]=[CH:13][CH:12]=[CH:11][CH:10]=1.ClCCl.[NH:51]1[CH2:56][CH2:55][CH2:54][CH2:53][CH2:52]1.C(N(CC)CC)C.Cl.CN(C)CCCN=C=NCC, predict the reaction product. The product is: [CH2:8]([N:15]1[C@@H:20]2[C@H:21]([C:23]([N:51]3[CH2:56][CH2:55][CH2:54][CH2:53][CH2:52]3)=[O:25])[CH2:22][C@@:16]1([C:42]1[CH:47]=[CH:46][CH:45]=[CH:44][CH:43]=1)[C@H:17]([O:26][CH2:27][C:28]1[CH:33]=[C:32]([C:34]([F:36])([F:35])[F:37])[CH:31]=[C:30]([C:38]([F:41])([F:40])[F:39])[CH:29]=1)[CH2:18][CH2:19]2)[C:9]1[CH:10]=[CH:11][CH:12]=[CH:13][CH:14]=1. (2) Given the reactants [C:1]([C:3]1[CH:4]=[C:5]([CH:28]=[CH:29][C:30]=1[CH3:31])[C:6]([NH:8][C:9]1[CH:14]=[CH:13][C:12]([CH2:15][N:16]2[CH2:20][CH2:19][C@H:18]([N:21]([CH3:23])[CH3:22])[CH2:17]2)=[C:11]([C:24]([F:27])([F:26])[F:25])[CH:10]=1)=[O:7])#[CH:2].Br[C:33]1[CH:42]=[CH:41][CH:40]=[C:39]2[C:34]=1[CH:35]=[N:36][CH:37]=[N:38]2, predict the reaction product. The product is: [N:38]1[C:39]2[C:34](=[C:33]([C:2]#[C:1][C:3]3[CH:4]=[C:5]([CH:28]=[CH:29][C:30]=3[CH3:31])[C:6]([NH:8][C:9]3[CH:14]=[CH:13][C:12]([CH2:15][N:16]4[CH2:20][CH2:19][C@H:18]([N:21]([CH3:23])[CH3:22])[CH2:17]4)=[C:11]([C:24]([F:25])([F:27])[F:26])[CH:10]=3)=[O:7])[CH:42]=[CH:41][CH:40]=2)[CH:35]=[N:36][CH:37]=1. (3) Given the reactants [NH2:1][CH:2]([CH:8]1[CH2:11][CH2:10][CH2:9]1)[CH2:3][C:4]([O:6][CH3:7])=[O:5].[Cl:12][C:13]1[N:18]=[C:17](Cl)[C:16]([F:20])=[CH:15][N:14]=1.C(N(CC)CC)C, predict the reaction product. The product is: [Cl:12][C:13]1[N:18]=[C:17]([NH:1][CH:2]([CH:8]2[CH2:9][CH2:10][CH2:11]2)[CH2:3][C:4]([O:6][CH3:7])=[O:5])[C:16]([F:20])=[CH:15][N:14]=1.